Dataset: Full USPTO retrosynthesis dataset with 1.9M reactions from patents (1976-2016). Task: Predict the reactants needed to synthesize the given product. Given the product [F:29][C:28]([F:30])([F:31])[C:26]1[CH:27]=[C:22]([C:21]2[C:15]3[O:14][CH:13]([CH2:12][NH:41][CH3:40])[CH2:17][C:16]=3[CH:18]=[C:19]([C:36]([F:39])([F:37])[F:38])[CH:20]=2)[CH:23]=[C:24]([C:32]([F:34])([F:33])[F:35])[CH:25]=1, predict the reactants needed to synthesize it. The reactants are: CC1C=CC(S(O[CH2:12][CH:13]2[CH2:17][C:16]3[CH:18]=[C:19]([C:36]([F:39])([F:38])[F:37])[CH:20]=[C:21]([C:22]4[CH:27]=[C:26]([C:28]([F:31])([F:30])[F:29])[CH:25]=[C:24]([C:32]([F:35])([F:34])[F:33])[CH:23]=4)[C:15]=3[O:14]2)(=O)=O)=CC=1.[CH3:40][NH2:41].